This data is from Reaction yield outcomes from USPTO patents with 853,638 reactions. The task is: Predict the reaction yield, written as a fraction of the theoretical maximum amount of product (1.0 means a 100% yield; for example, 0.34 means a 34% yield). (1) The reactants are [N+:1]([C:4]1[CH:5]=[N:6][CH:7]=[CH:8][C:9]=1[C:10]1[CH2:11][CH2:12][CH:13]2[O:17][C:16](=[O:18])[NH:15][CH:14]2[CH:19]=1)([O-:3])=[O:2].[C:20](O[C:20]([O:22][C:23]([CH3:26])([CH3:25])[CH3:24])=[O:21])([O:22][C:23]([CH3:26])([CH3:25])[CH3:24])=[O:21]. The product is [N+:1]([C:4]1[CH:5]=[N:6][CH:7]=[CH:8][C:9]=1[C:10]1[CH2:11][CH2:12][CH:13]2[O:17][C:16](=[O:18])[N:15]([C:20]([O:22][C:23]([CH3:26])([CH3:25])[CH3:24])=[O:21])[CH:14]2[CH:19]=1)([O-:3])=[O:2]. The yield is 0.980. The catalyst is CN(C1C=CN=CC=1)C.C(Cl)Cl.C(OCC)(=O)C. (2) The reactants are [F:1][C:2]1[C:10]([O:11][C:12]2[C:21]3[C:16](=[CH:17][C:18]([O:24][CH2:25][C@@H:26]4[CH2:30][CH2:29][CH2:28][NH:27]4)=[C:19]([O:22][CH3:23])[CH:20]=3)[N:15]=[CH:14][N:13]=2)=[CH:9][CH:8]=[C:7]2[C:3]=1[CH:4]=[C:5]([CH3:31])[NH:6]2.[C:32](Cl)(=[O:36])[CH:33]([CH3:35])[CH3:34]. No catalyst specified. The product is [F:1][C:2]1[C:10]([O:11][C:12]2[C:21]3[C:16](=[CH:17][C:18]([O:24][CH2:25][C@@H:26]4[CH2:30][CH2:29][CH2:28][N:27]4[C:32](=[O:36])[CH:33]([CH3:35])[CH3:34])=[C:19]([O:22][CH3:23])[CH:20]=3)[N:15]=[CH:14][N:13]=2)=[CH:9][CH:8]=[C:7]2[C:3]=1[CH:4]=[C:5]([CH3:31])[NH:6]2. The yield is 0.540. (3) The reactants are C(OC([NH:8][C:9]1[CH:31]=[CH:30][C:12]([CH2:13][NH:14][C:15](=[O:29])[NH:16][CH:17]([CH2:21][C:22]2[CH:27]=[CH:26][CH:25]=[C:24]([OH:28])[CH:23]=2)[C:18]([OH:20])=O)=[CH:11][CH:10]=1)=O)(C)(C)C.[OH:32][C:33]1[C:41]2[N:40]=NNC=2C=CC=1.[CH:42](N(C(C)C)CC)(C)[CH3:43].CN(C)CCCN=C=NCC. The catalyst is CN(C=O)C. The product is [NH2:8][C:9]1[CH:10]=[CH:11][C:12]([CH2:13][NH:14][C:15]([NH:16][CH:17]([CH2:21][C:22]2[CH:27]=[CH:26][CH:25]=[C:24]([OH:28])[CH:23]=2)[C:18]([N:40]2[CH2:41][CH2:33][O:32][CH2:43][CH2:42]2)=[O:20])=[O:29])=[CH:30][CH:31]=1. The yield is 0.730. (4) The reactants are [C:1]([O:5][C:6](=[O:16])[CH2:7]P(OCC)(OCC)=O)([CH3:4])([CH3:3])[CH3:2].[H-].[Na+].[Br:19][C:20]1[CH:21]=[C:22]2[C:26](=[CH:27][CH:28]=1)[C:25]1([CH2:33][CH2:32][C:31](=O)[CH2:30][CH2:29]1)[CH2:24][CH2:23]2. The catalyst is C1COCC1. The product is [Br:19][C:20]1[CH:21]=[C:22]2[C:26](=[CH:27][CH:28]=1)[C:25]1([CH2:33][CH2:32][C:31](=[CH:7][C:6]([O:5][C:1]([CH3:2])([CH3:3])[CH3:4])=[O:16])[CH2:30][CH2:29]1)[CH2:24][CH2:23]2. The yield is 0.410. (5) The reactants are [O:1]1[CH2:6][CH2:5][CH:4]=[C:3]([C:7]([OH:9])=[O:8])[CH2:2]1.CCN(C(C)C)C(C)C.[CH2:19](Br)[C:20]1[CH:25]=[CH:24][CH:23]=[CH:22][CH:21]=1. The catalyst is C(Cl)Cl.CCOC(C)=O. The product is [O:1]1[CH2:6][CH2:5][CH:4]=[C:3]([C:7]([O:9][CH2:19][C:20]2[CH:25]=[CH:24][CH:23]=[CH:22][CH:21]=2)=[O:8])[CH2:2]1. The yield is 0.940.